From a dataset of Full USPTO retrosynthesis dataset with 1.9M reactions from patents (1976-2016). Predict the reactants needed to synthesize the given product. (1) Given the product [I:16][C:10]1[CH:9]=[N:8][C:7]2[NH:6][CH2:5][C:4](=[O:3])[NH:13][C:12]=2[CH:11]=1, predict the reactants needed to synthesize it. The reactants are: C([O:3][C:4](=O)[CH2:5][NH:6][C:7]1[C:12]([N+:13]([O-])=O)=[CH:11][C:10]([I:16])=[CH:9][N:8]=1)C. (2) Given the product [Cl:1][C:2]1[CH:10]=[CH:9][C:8]([OH:11])=[CH:7][C:3]=1[C:4]([O:6][CH3:17])=[O:5], predict the reactants needed to synthesize it. The reactants are: [Cl:1][C:2]1[CH:10]=[CH:9][C:8]([OH:11])=[CH:7][C:3]=1[C:4]([OH:6])=[O:5].S(=O)(=O)(O)O.[CH2:17](O)C. (3) Given the product [CH2:1]([O:8][C:9]1[CH:17]=[C:16]2[C:12]([C:13]([CH2:22][C:29]([NH2:30])=[O:34])=[CH:14][NH:15]2)=[CH:11][CH:10]=1)[C:2]1[CH:3]=[CH:4][CH:5]=[CH:6][CH:7]=1, predict the reactants needed to synthesize it. The reactants are: [CH2:1]([O:8][C:9]1[CH:17]=[C:16]2[C:12]([CH:13]=[C:14](CC(O)=O)[NH:15]2)=[CH:11][CH:10]=1)[C:2]1[CH:7]=[CH:6][CH:5]=[CH:4][CH:3]=1.[C:22]([C:29]1[NH:30]C=CN=1)(C1NC=CN=1)=O.[OH-:34].[NH4+]. (4) Given the product [Br:24][CH2:20][C:27]#[C:28][CH2:29][N:30]1[C:34](=[O:35])[C:33]([CH3:46])([C:36]2[CH:41]=[CH:40][C:39]([O:42][CH:43]([CH3:44])[CH3:45])=[CH:38][CH:37]=2)[NH:32][C:31]1=[O:47], predict the reactants needed to synthesize it. The reactants are: C1(P(C2C=CC=CC=2)C2C=CC=CC=2)C=CC=CC=1.[C:20]([Br:24])(Br)(Br)Br.OC[C:27]#[C:28][CH2:29][N:30]1[C:34](=[O:35])[C:33]([CH3:46])([C:36]2[CH:41]=[CH:40][C:39]([O:42][CH:43]([CH3:45])[CH3:44])=[CH:38][CH:37]=2)[NH:32][C:31]1=[O:47]. (5) Given the product [Cl:19][C:6]1[CH:5]=[C:4]([N:20]2[C:25](=[O:26])[NH:24][C:23](=[O:27])[C:31]([C:30]([OH:33])=[O:32])=[N:21]2)[CH:3]=[C:2]([Cl:1])[C:7]=1[S:8][C:9]1[CH:14]=[C:13]([CH:15]([CH3:17])[CH3:16])[C:12](=[O:18])[NH:11][N:10]=1, predict the reactants needed to synthesize it. The reactants are: [Cl:1][C:2]1[CH:3]=[C:4]([N:20]2[C:25](=[O:26])[NH:24][C:23](=[O:27])C(C#N)=[N:21]2)[CH:5]=[C:6]([Cl:19])[C:7]=1[S:8][C:9]1[CH:14]=[C:13]([CH:15]([CH3:17])[CH3:16])[C:12](=[O:18])[NH:11][N:10]=1.[C:30]([OH:33])(=[O:32])[CH3:31].